Dataset: Catalyst prediction with 721,799 reactions and 888 catalyst types from USPTO. Task: Predict which catalyst facilitates the given reaction. (1) Reactant: [N+:1]([C:4]1[C:13]2[CH2:12][CH2:11][CH2:10][CH2:9][C:8]=2[CH:7]=[CH:6][C:5]=1[NH2:14])([O-])=[O:2].[N:15]#[C:16][NH2:17].[CH]Cl.[OH-].[Na+]. Product: [N+:1]1([O-:2])[C:4]2[C:13]3[CH2:12][CH2:11][CH2:10][CH2:9][C:8]=3[CH:7]=[CH:6][C:5]=2[N:14]=[C:16]([NH2:17])[N:15]=1. The catalyst class is: 6. (2) Reactant: C([O:8][CH2:9][CH2:10][P:11]([CH2:20][CH2:21][O:22]CC1C=CC=CC=1)(=[O:19])[N:12]([CH3:18])[CH2:13][CH2:14][CH2:15][NH:16][CH3:17])C1C=CC=CC=1. Product: [OH:8][CH2:9][CH2:10][P:11]([CH2:20][CH2:21][OH:22])(=[O:19])[N:12]([CH3:18])[CH2:13][CH2:14][CH2:15][NH:16][CH3:17]. The catalyst class is: 19. (3) Reactant: C([O:3][C:4](=[O:40])[CH2:5][O:6][C:7]1[CH:12]=[CH:11][C:10]([S:13][C:14]2[CH:19]=[C:18]([O:20][CH2:21][CH2:22][CH2:23][N:24]3[CH2:29][CH2:28][O:27][CH2:26][CH2:25]3)[CH:17]=[C:16]([C:30]#[C:31][C:32]3[CH:37]=[CH:36][C:35]([Cl:38])=[CH:34][CH:33]=3)[CH:15]=2)=[CH:9][C:8]=1[Cl:39])C.[OH-].[Na+].Cl. Product: [Cl:39][C:8]1[CH:9]=[C:10]([S:13][C:14]2[CH:19]=[C:18]([O:20][CH2:21][CH2:22][CH2:23][N:24]3[CH2:29][CH2:28][O:27][CH2:26][CH2:25]3)[CH:17]=[C:16]([C:30]#[C:31][C:32]3[CH:33]=[CH:34][C:35]([Cl:38])=[CH:36][CH:37]=3)[CH:15]=2)[CH:11]=[CH:12][C:7]=1[O:6][CH2:5][C:4]([OH:40])=[O:3]. The catalyst class is: 8. (4) Product: [CH2:30]([NH:29][C:27]([C:24]1[CH:23]=[CH:22][C:21]([CH2:20][N:7]([C:5](=[O:6])[C:4]([OH:42])=[O:3])[CH:8]([C:10]2[C:19]3[C:14](=[CH:15][CH:16]=[CH:17][CH:18]=3)[CH:13]=[CH:12][CH:11]=2)[CH3:9])=[CH:26][CH:25]=1)=[O:28])[CH2:31][CH2:32][CH2:33][CH2:34][CH2:35][CH2:36][CH2:37][CH2:38][CH2:39][CH2:40][CH3:41]. Reactant: C([O:3][C:4](=[O:42])[C:5]([N:7]([CH2:20][C:21]1[CH:26]=[CH:25][C:24]([C:27]([NH:29][CH2:30][CH2:31][CH2:32][CH2:33][CH2:34][CH2:35][CH2:36][CH2:37][CH2:38][CH2:39][CH2:40][CH3:41])=[O:28])=[CH:23][CH:22]=1)[CH:8]([C:10]1[C:19]2[C:14](=[CH:15][CH:16]=[CH:17][CH:18]=2)[CH:13]=[CH:12][CH:11]=1)[CH3:9])=[O:6])C.O.[OH-].[Li+]. The catalyst class is: 20. (5) Product: [F:18][C:19]1[CH:24]=[CH:23][C:22]([CH2:25][CH2:26][NH:27][C:15]([C:4]2[C:3]3[C:7](=[CH:8][CH:9]=[CH:10][C:2]=3[Cl:1])[N:6]([CH2:11][CH2:12][O:13][CH3:14])[CH:5]=2)=[O:17])=[C:21]([Cl:28])[CH:20]=1. The catalyst class is: 3. Reactant: [Cl:1][C:2]1[CH:10]=[CH:9][CH:8]=[C:7]2[C:3]=1[C:4]([C:15]([OH:17])=O)=[CH:5][N:6]2[CH2:11][CH2:12][O:13][CH3:14].[F:18][C:19]1[CH:24]=[CH:23][C:22]([CH2:25][CH2:26][NH2:27])=[C:21]([Cl:28])[CH:20]=1.Cl.CN(C)CCCN=C=NCC.N1(O)C2C=CC=CC=2N=N1.CCN(C(C)C)C(C)C. (6) Reactant: [NH2:1][C:2]1[CH:7]=[CH:6][C:5]([CH:8]2[N:13]([CH2:14][CH3:15])[CH2:12][CH2:11][NH:10][C:9]2=[O:16])=[CH:4][CH:3]=1.Br[C:18]1[C:19](=[O:26])[N:20]([CH3:25])[CH:21]=[C:22]([Br:24])[N:23]=1.CC1(C)[C@]2(CS(O)(=O)=O)C(C[C@H]1CC2)=O. Product: [Br:24][C:22]1[N:23]=[C:18]([NH:1][C:2]2[CH:3]=[CH:4][C:5]([CH:8]3[C:9](=[O:16])[NH:10][CH2:11][CH2:12][N:13]3[CH2:14][CH3:15])=[CH:6][CH:7]=2)[C:19](=[O:26])[N:20]([CH3:25])[CH:21]=1. The catalyst class is: 32. (7) Reactant: [F:1][C:2]([F:25])([F:24])[C:3]1[CH:4]=[C:5]([C:13]2[N:17]=[CH:16][N:15]([CH2:18][C:19](=[CH2:23])[C:20]([OH:22])=O)[N:14]=2)[CH:6]=[C:7]([C:9]([F:12])([F:11])[F:10])[CH:8]=1.Cl.[F:27][C:28]1([F:32])[CH2:31][NH:30][CH2:29]1.C(P1(=O)OP(CCC)(=O)OP(CCC)(=O)O1)CC.CCN(C(C)C)C(C)C. Product: [F:12][C:9]([F:11])([F:10])[C:7]1[CH:6]=[C:5]([C:13]2[N:17]=[CH:16][N:15]([CH2:18][C:19](=[CH2:23])[C:20]([N:30]3[CH2:31][C:28]([F:32])([F:27])[CH2:29]3)=[O:22])[N:14]=2)[CH:4]=[C:3]([C:2]([F:25])([F:1])[F:24])[CH:8]=1. The catalyst class is: 1. (8) Reactant: [Cl:1][C:2]1[C:10]2[N:9]=[C:8]([C:11]([F:14])([F:13])[F:12])[N:7]([CH2:15][C:16]([F:19])([F:18])[F:17])[C:6]=2[CH:5]=[CH:4][C:3]=1[O:20]C.B(Br)(Br)Br. Product: [Cl:1][C:2]1[C:10]2[N:9]=[C:8]([C:11]([F:14])([F:12])[F:13])[N:7]([CH2:15][C:16]([F:17])([F:18])[F:19])[C:6]=2[CH:5]=[CH:4][C:3]=1[OH:20]. The catalyst class is: 2. (9) Reactant: [C:1]1([C@H:7]2[C@@H:11]([C:12]3[CH:17]=[CH:16][CH:15]=[CH:14][CH:13]=3)[NH:10][C:9](=[S:18])[NH:8]2)[CH:6]=[CH:5][CH:4]=[CH:3][CH:2]=1.[CH3:19][O:20][C:21]1[CH:22]=[C:23]([CH:26]=[C:27]([O:29][CH3:30])[CH:28]=1)[CH2:24][Cl:25]. Product: [ClH:25].[CH3:30][O:29][C:27]1[CH:26]=[C:23]([CH:22]=[C:21]([O:20][CH3:19])[CH:28]=1)[CH2:24][S:18][C:9]1[NH:8][C@H:7]([C:1]2[CH:2]=[CH:3][CH:4]=[CH:5][CH:6]=2)[C@H:11]([C:12]2[CH:13]=[CH:14][CH:15]=[CH:16][CH:17]=2)[N:10]=1. The catalyst class is: 14.